The task is: Predict the reaction yield, written as a fraction of the theoretical maximum amount of product (1.0 means a 100% yield; for example, 0.34 means a 34% yield).. This data is from Reaction yield outcomes from USPTO patents with 853,638 reactions. The reactants are [C:1]([O:4][CH2:5][C:6]1[C:11](B2OC(C)(C)C(C)(C)O2)=[CH:10][CH:9]=[CH:8][C:7]=1[N:21]1[CH2:33][CH2:32][N:24]2[C:25]3[CH2:26][CH2:27][CH2:28][CH2:29][C:30]=3[CH:31]=[C:23]2[C:22]1=[O:34])(=[O:3])[CH3:2].Br[C:36]1[CH:37]=[C:38]([NH:44][C:45]2[CH:49]=[C:48]([CH2:50][O:51][CH3:52])[N:47]([CH3:53])[N:46]=2)[C:39](=[O:43])[N:40]([CH3:42])[CH:41]=1. No catalyst specified. The product is [C:1]([O:4][CH2:5][C:6]1[C:7]([N:21]2[CH2:33][CH2:32][N:24]3[C:25]4[CH2:26][CH2:27][CH2:28][CH2:29][C:30]=4[CH:31]=[C:23]3[C:22]2=[O:34])=[CH:8][CH:9]=[CH:10][C:11]=1[C:36]1[CH:37]=[C:38]([NH:44][C:45]2[CH:49]=[C:48]([CH2:50][O:51][CH3:52])[N:47]([CH3:53])[N:46]=2)[C:39](=[O:43])[N:40]([CH3:42])[CH:41]=1)(=[O:3])[CH3:2]. The yield is 0.720.